Dataset: Reaction yield outcomes from USPTO patents with 853,638 reactions. Task: Predict the reaction yield, written as a fraction of the theoretical maximum amount of product (1.0 means a 100% yield; for example, 0.34 means a 34% yield). (1) The reactants are Cl[C:2]1[C:11]([CH:12]=[O:13])=[CH:10][C:9]2[C:4](=[CH:5][CH:6]=[C:7]([CH3:14])[CH:8]=2)[N:3]=1.[CH3:15][S:16]([O-:18])=[O:17].[Na+]. The yield is 0.900. The catalyst is CN(C=O)C. The product is [CH3:15][S:16]([C:2]1[C:11]([CH:12]=[O:13])=[CH:10][C:9]2[C:4](=[CH:5][CH:6]=[C:7]([CH3:14])[CH:8]=2)[N:3]=1)(=[O:18])=[O:17]. (2) The reactants are [F:1][C:2]1[CH:7]=[CH:6][C:5]([CH2:8][C:9]2[CH:18]=[C:17]3[C:12]([C:13]([OH:26])=[C:14]([C:21](OCC)=[O:22])[C:15](=[O:20])[N:16]3[CH3:19])=[N:11][CH:10]=2)=[CH:4][CH:3]=1.[NH2:27][CH2:28][C:29]1[CH:30]=[CH:31][C:32](=[O:35])[NH:33][CH:34]=1. The product is [F:1][C:2]1[CH:7]=[CH:6][C:5]([CH2:8][C:9]2[CH:18]=[C:17]3[C:12]([C:13]([OH:26])=[C:14]([C:21]([NH:27][CH2:28][C:29]4[CH:30]=[CH:31][C:32](=[O:35])[NH:33][CH:34]=4)=[O:22])[C:15](=[O:20])[N:16]3[CH3:19])=[N:11][CH:10]=2)=[CH:4][CH:3]=1. No catalyst specified. The yield is 0.580. (3) The reactants are [CH:1]([C:3]1[CH:8]=[CH:7][CH:6]=[C:5]([C:9]2[CH:14]=[CH:13][CH:12]=[C:11]([C:15]([O:17][CH3:18])=[O:16])[CH:10]=2)[C:4]=1[C:19]([O:21][CH3:22])=[O:20])=[CH2:2].[C:23]([OH:26])(=[S:25])[CH3:24].CC(N=NC(C#N)(C)C)(C#N)C. The catalyst is C1C=CC=CC=1. The product is [C:23]([S:25][CH2:2][CH2:1][C:3]1[CH:8]=[CH:7][CH:6]=[C:5]([C:9]2[CH:14]=[CH:13][CH:12]=[C:11]([C:15]([O:17][CH3:18])=[O:16])[CH:10]=2)[C:4]=1[C:19]([O:21][CH3:22])=[O:20])(=[O:26])[CH3:24]. The yield is 0.480. (4) The reactants are O[CH2:2][C:3]1[CH:8]=[CH:7][CH:6]=[CH:5][C:4]=1[NH:9][C:10](=[O:16])[O:11][C:12]([CH3:15])([CH3:14])[CH3:13].P(Br)(Br)[Br:18].C(=O)([O-])O.[Na+].O. The catalyst is ClCCl. The product is [Br:18][CH2:2][C:3]1[CH:8]=[CH:7][CH:6]=[CH:5][C:4]=1[NH:9][C:10](=[O:16])[O:11][C:12]([CH3:15])([CH3:14])[CH3:13]. The yield is 0.670. (5) The reactants are [C:1]1([CH3:12])[CH:6]=[CH:5][C:4]([C:7]2[N:11]=[CH:10][NH:9][N:8]=2)=[CH:3][CH:2]=1.[F:13][C:14]([O:20][C:21]1[CH:26]=[CH:25][C:24](Br)=[CH:23][CH:22]=1)([F:19])[C:15]([F:18])([F:17])[F:16].C([O-])([O-])=O.[Cs+].[Cs+].OC1C=CC=C2C=1N=CC=C2.Cl. The catalyst is CN(C=O)C.O.[Cu]I.CCOCC.O. The product is [F:13][C:14]([F:19])([O:20][C:21]1[CH:22]=[CH:23][C:24]([N:9]2[CH:10]=[N:11][C:7]([C:4]3[CH:3]=[CH:2][C:1]([CH3:12])=[CH:6][CH:5]=3)=[N:8]2)=[CH:25][CH:26]=1)[C:15]([F:16])([F:18])[F:17]. The yield is 0.610. (6) The reactants are [Br:1][C:2]1[CH:17]=[N:16][C:5]2[NH:6][C:7]3[CH:12]=[N:11][C:10]([C:13]([NH2:15])=O)=[CH:9][C:8]=3[C:4]=2[CH:3]=1.C(N(CC)CC)C.FC(F)(F)C(OC(=O)C(F)(F)F)=O. The catalyst is C1COCC1. The product is [Br:1][C:2]1[CH:17]=[N:16][C:5]2[NH:6][C:7]3[CH:12]=[N:11][C:10]([C:13]#[N:15])=[CH:9][C:8]=3[C:4]=2[CH:3]=1. The yield is 0.490. (7) The yield is 0.170. No catalyst specified. The reactants are [C:1]1(C2C=CC=CC=2)[CH:6]=[CH:5][C:4]([CH2:7][N:8]([CH2:16][CH2:17][CH2:18][N:19]([CH2:29][C:30]2[CH:35]=[CH:34][C:33](C3C=CC=CC=3)=[CH:32][CH:31]=2)[C:20]([O:22][CH2:23][C:24]2[S:28][CH:27]=[N:26][CH:25]=2)=[O:21])C(=O)OC(C)(C)C)=[CH:3][CH:2]=1.[O:48]1[CH:52]=[CH:51][CH:50]=[C:49]1[CH:53]=O.CC(O)=O. The product is [CH2:29]([N:19]([CH2:18][CH2:17][CH2:16][N:8]([CH2:7][C:4]1[CH:3]=[CH:2][CH:1]=[CH:6][CH:5]=1)[CH2:53][C:49]1[O:48][CH:52]=[CH:51][CH:50]=1)[C:20](=[O:21])[O:22][CH2:23][C:24]1[S:28][CH:27]=[N:26][CH:25]=1)[C:30]1[CH:35]=[CH:34][CH:33]=[CH:32][CH:31]=1. (8) The reactants are CSC.[CH3:4][C:5]([CH3:21])([C:11]1[CH:16]=[CH:15][C:14]([I:17])=[C:13]([O:18][CH2:19][CH3:20])[CH:12]=1)[C:6](OCC)=[O:7].CC(O)C. The catalyst is C(OCC)C. The product is [CH2:19]([O:18][C:13]1[CH:12]=[C:11]([C:5]([CH3:21])([CH3:4])[CH2:6][OH:7])[CH:16]=[CH:15][C:14]=1[I:17])[CH3:20]. The yield is 0.990.